Dataset: Full USPTO retrosynthesis dataset with 1.9M reactions from patents (1976-2016). Task: Predict the reactants needed to synthesize the given product. (1) Given the product [Si:1]([O:8][C@H:9]([C:33]1[CH:34]=[N+:35]([O-:47])[CH:36]=[CH:37][CH:38]=1)[C@H:10]1[CH2:14][CH2:13][C@@H:12]([CH2:15][C:16]2[CH:21]=[CH:20][C:19]([C:22]([O:24][CH3:25])=[O:23])=[CH:18][CH:17]=2)[N:11]1[C:26]([O:28][C:29]([CH3:31])([CH3:30])[CH3:32])=[O:27])([C:4]([CH3:5])([CH3:6])[CH3:7])([CH3:2])[CH3:3], predict the reactants needed to synthesize it. The reactants are: [Si:1]([O:8][C@H:9]([C:33]1[CH:34]=[N:35][CH:36]=[CH:37][CH:38]=1)[C@H:10]1[CH2:14][CH2:13][C@@H:12]([CH2:15][C:16]2[CH:21]=[CH:20][C:19]([C:22]([O:24][CH3:25])=[O:23])=[CH:18][CH:17]=2)[N:11]1[C:26]([O:28][C:29]([CH3:32])([CH3:31])[CH3:30])=[O:27])([C:4]([CH3:7])([CH3:6])[CH3:5])([CH3:3])[CH3:2].C1C=C(Cl)C=C(C(OO)=[O:47])C=1. (2) Given the product [Cl:1][C:2]1[CH:7]=[CH:6][CH:5]=[CH:4][C:3]=1[S:8]([NH:11][C:12]1[C:17]([C:18]2[CH:19]=[CH:20][C:21]([CH2:24][N:29]([C:28]3[CH:31]=[CH:32][C:33]([F:35])=[CH:34][C:27]=3[F:26])[CH3:30])=[CH:22][CH:23]=2)=[N:16][CH:15]=[CH:14][N:13]=1)(=[O:10])=[O:9], predict the reactants needed to synthesize it. The reactants are: [Cl:1][C:2]1[CH:7]=[CH:6][CH:5]=[CH:4][C:3]=1[S:8]([NH:11][C:12]1[C:17]([C:18]2[CH:23]=[CH:22][C:21]([CH2:24]Cl)=[CH:20][CH:19]=2)=[N:16][CH:15]=[CH:14][N:13]=1)(=[O:10])=[O:9].[F:26][C:27]1[CH:34]=[C:33]([F:35])[CH:32]=[CH:31][C:28]=1[NH:29][CH3:30]. (3) Given the product [CH:21]1([C:20]2[C:15]([NH2:14])=[CH:16][C:17]3[N:18]([CH:24]=[C:25]([C:27]4[CH:28]=[CH:29][CH:30]=[CH:31][CH:32]=4)[N:26]=3)[CH:19]=2)[CH2:23][CH2:22]1, predict the reactants needed to synthesize it. The reactants are: FC(F)(F)C(O)=O.C(OC(=O)[NH:14][C:15]1[C:20]([CH:21]2[CH2:23][CH2:22]2)=[CH:19][N:18]2[CH:24]=[C:25]([C:27]3[CH:32]=[CH:31][CH:30]=[CH:29][CH:28]=3)[N:26]=[C:17]2[CH:16]=1)(C)(C)C. (4) Given the product [Cl:1][C:2]1[CH:3]=[C:4]([CH:9]([CH2:13][C:14]2[CH:19]=[CH:18][CH:17]=[C:16]([O:20][CH3:21])[CH:15]=2)[C:10]([Cl:24])=[O:11])[CH:5]=[C:6]([Cl:8])[CH:7]=1, predict the reactants needed to synthesize it. The reactants are: [Cl:1][C:2]1[CH:3]=[C:4]([CH:9]([CH2:13][C:14]2[CH:19]=[CH:18][CH:17]=[C:16]([O:20][CH3:21])[CH:15]=2)[C:10](O)=[O:11])[CH:5]=[C:6]([Cl:8])[CH:7]=1.O=S(Cl)[Cl:24]. (5) Given the product [N:1]1([C:11]([C:13]2[CH:14]=[C:15]([CH:20]=[C:21]([N:23]3[C:32](=[O:33])[C:31]4[C:26](=[CH:27][CH:28]=[CH:29][CH:30]=4)[NH:25][C:24]3=[O:34])[CH:22]=2)[C:16]([OH:18])=[O:17])=[O:12])[C:10]2[C:5](=[CH:6][CH:7]=[CH:8][CH:9]=2)[CH2:4][CH2:3][CH2:2]1, predict the reactants needed to synthesize it. The reactants are: [N:1]1([C:11]([C:13]2[CH:14]=[C:15]([CH:20]=[C:21]([N:23]3[C:32](=[O:33])[C:31]4[C:26](=[CH:27][CH:28]=[CH:29][CH:30]=4)[NH:25][C:24]3=[O:34])[CH:22]=2)[C:16]([O:18]C)=[O:17])=[O:12])[C:10]2[C:5](=[CH:6][CH:7]=[CH:8][CH:9]=2)[CH2:4][CH2:3][CH2:2]1.O.[OH-].[Li+].C1COCC1.Cl. (6) Given the product [CH3:17][O:16][C:9]1[CH:10]=[C:11]([CH:14]=[CH:15][C:8]=1[N:22]1[CH:23]=[C:19]([CH3:18])[N:20]=[CH:21]1)[CH:12]=[O:13].[CH3:17][O:16][C:9]1[CH:10]=[C:11]([CH:14]=[CH:15][C:8]=1[N:20]1[C:19]([CH3:18])=[CH:23][N:22]=[CH:21]1)[CH:12]=[O:13], predict the reactants needed to synthesize it. The reactants are: C(=O)([O-])[O-].[K+].[K+].F[C:8]1[CH:15]=[CH:14][C:11]([CH:12]=[O:13])=[CH:10][C:9]=1[O:16][CH3:17].[CH3:18][C:19]1[N:20]=[CH:21][NH:22][CH:23]=1.